Task: Binary Classification. Given a drug SMILES string, predict its activity (active/inactive) in a high-throughput screening assay against a specified biological target.. Dataset: Choline transporter screen with 302,306 compounds (1) The compound is O(C(=O)c1n(ccc1)C)Cc1nc(Nc2c(cccc2)C)nc(n1)N. The result is 0 (inactive). (2) The compound is OC(=O)C1C2CC(C1C(=O)Nc1ccc(cc1)C(OCC)=O)C=C2. The result is 0 (inactive).